This data is from Forward reaction prediction with 1.9M reactions from USPTO patents (1976-2016). The task is: Predict the product of the given reaction. (1) Given the reactants Br[CH2:2][CH2:3][CH:4]=[CH2:5].C(N(C(C)C)CC)(C)C.[CH3:15][O:16][C:17]1[CH:24]=[C:23]([O:25][CH3:26])[CH:22]=[CH:21][C:18]=1[CH2:19][NH2:20], predict the reaction product. The product is: [CH2:2]([NH:20][CH2:19][C:18]1[CH:21]=[CH:22][C:23]([O:25][CH3:26])=[CH:24][C:17]=1[O:16][CH3:15])[CH2:3][CH:4]=[CH2:5]. (2) Given the reactants [C:1]([C:3]1[CH:4]=[CH:5][C:6]([OH:13])=[C:7]([CH:12]=1)[C:8]([O:10][CH3:11])=[O:9])#[N:2].[C:14]([O-])([O-])=O.[K+].[K+].CI, predict the reaction product. The product is: [C:1]([C:3]1[CH:4]=[CH:5][C:6]([O:13][CH3:14])=[C:7]([CH:12]=1)[C:8]([O:10][CH3:11])=[O:9])#[N:2]. (3) Given the reactants [F:1][C:2]1[C:7]([N+:8]([O-])=O)=[CH:6][CH:5]=[C:4]([F:11])[N:3]=1.[Cl-].[NH4+], predict the reaction product. The product is: [F:1][C:2]1[C:7]([NH2:8])=[CH:6][CH:5]=[C:4]([F:11])[N:3]=1. (4) Given the reactants [CH:1]1[CH:2]=[CH:3][C:4]2[O:12][C:10](=O)[NH:9][C:7](=[O:8])[C:5]=2[CH:6]=1.[CH3:13][N:14]([CH3:22])[CH2:15][CH2:16][CH2:17][CH2:18][CH2:19]CO.C1(P(C2C=CC=CC=2)C2C=CC=CC=2)C=CC=CC=1.N(C(OC(C)C)=O)=NC(OC(C)C)=O.[OH-].[Na+], predict the reaction product. The product is: [CH3:13][N:14]([CH3:22])[CH2:15][CH2:16][CH2:17][CH2:18][CH2:19][CH2:10][NH:9][C:7](=[O:8])[C:5]1[C:4](=[CH:3][CH:2]=[CH:1][CH:6]=1)[OH:12]. (5) Given the reactants [C:1]([C:5]1[N:6]=[C:7]([N:21]2[CH2:25][CH2:24][C@@H:23]([OH:26])[CH2:22]2)[C:8]2[N:13]=[N:12][N:11](CC3N(C)N=NN=3)[C:9]=2[N:10]=1)([CH3:4])([CH3:3])[CH3:2].C([N:34]1[C:38]2[N:39]=[C:40](C(C)(C)C)N=C(N3CCC(O)C3)[C:37]=2[N:36]=[N:35]1)C1C=CC=CC=1.ClCC1N(C)N=NN=1, predict the reaction product. The product is: [C:1]([C:5]1[N:6]=[C:7]([N:21]2[CH2:25][CH2:24][CH:23]([OH:26])[CH2:22]2)[C:8]2[C:9](=[N:11][N:12]([CH2:37][C:38]3[N:39]([CH3:40])[N:36]=[N:35][N:34]=3)[N:13]=2)[N:10]=1)([CH3:4])([CH3:2])[CH3:3]. (6) Given the reactants O[C:2](C1C=CC=CC=1)([C:25]1[CH:30]=[CH:29][CH:28]=[CH:27][CH:26]=1)[C:3]1[CH:8]=[C:7]([OH:9])[C:6]([C:10](O)([C:17]2[CH:22]=[CH:21][CH:20]=[CH:19][CH:18]=2)[C:11]2[CH:16]=[CH:15][CH:14]=[CH:13][CH:12]=2)=[CH:5][C:4]=1[OH:24].[N+]([C:40]1[CH:45]=[CH:44][CH:43]=[CH:42][CH:41]=1)([O-])=O, predict the reaction product. The product is: [C:40]1([C:2]2[C:25]3[C:26]([O:24][C:4]4[C:3]=2[CH:8]=[C:7]2[C:6](=[C:10]([C:17]5[CH:22]=[CH:21][CH:20]=[CH:19][CH:18]=5)[C:11]5[CH:16]=[CH:15][CH:14]=[CH:13][C:12]=5[O:9]2)[CH:5]=4)=[CH:27][CH:28]=[CH:29][CH:30]=3)[CH:45]=[CH:44][CH:43]=[CH:42][CH:41]=1.